From a dataset of Reaction yield outcomes from USPTO patents with 853,638 reactions. Predict the reaction yield, written as a fraction of the theoretical maximum amount of product (1.0 means a 100% yield; for example, 0.34 means a 34% yield). (1) The reactants are C(O[C:6](=O)[NH:7][C@H:8]1[CH2:13][CH2:12][C@H:11]([O:14][C:15]2[C:30]3[CH2:29][CH:28]=[CH:27][CH2:26][CH2:25][C:24]4[CH:31]=[C:32]([CH3:37])[N:33]=[C:34]([O:35]C)[C:23]=4[CH2:22][NH:21][C:20](=[O:38])[C:19]=3[CH:18]=[CH:17][CH:16]=2)[CH2:10][CH2:9]1)(C)(C)C.Cl.C=O.[CH3:43]C(O)=O.[BH-](OC(C)=O)(OC(C)=O)OC(C)=O.[Na+]. The catalyst is CO. The product is [CH3:6][N:7]([CH3:43])[C@H:8]1[CH2:13][CH2:12][C@H:11]([O:14][C:15]2[C:30]3[CH2:29][CH:28]=[CH:27][CH2:26][CH2:25][C:24]4[CH:31]=[C:32]([CH3:37])[NH:33][C:34](=[O:35])[C:23]=4[CH2:22][NH:21][C:20](=[O:38])[C:19]=3[CH:18]=[CH:17][CH:16]=2)[CH2:10][CH2:9]1. The yield is 0.840. (2) The reactants are [Cl:1][C:2]1[N:7]=[C:6]([NH:8][C:9]2[CH:10]=[C:11]3[C:15](=[CH:16][CH:17]=2)[NH:14][N:13]=[CH:12]3)[CH:5]=[C:4]([N:18]2[CH2:23][CH2:22][N:21]([CH3:24])[CH2:20][CH2:19]2)[N:3]=1.[CH3:25][C:26]([O:29][C:30](O[C:30]([O:29][C:26]([CH3:28])([CH3:27])[CH3:25])=[O:31])=[O:31])([CH3:28])[CH3:27]. The catalyst is C(Cl)Cl.CN(C1C=CN=CC=1)C. The product is [C:26]([O:29][C:30]([N:8]([C:6]1[CH:5]=[C:4]([N:18]2[CH2:19][CH2:20][N:21]([CH3:24])[CH2:22][CH2:23]2)[N:3]=[C:2]([Cl:1])[N:7]=1)[C:9]1[CH:10]=[C:11]2[C:15](=[CH:16][CH:17]=1)[N:14]([C:30]([O:29][C:26]([CH3:28])([CH3:27])[CH3:25])=[O:31])[N:13]=[CH:12]2)=[O:31])([CH3:28])([CH3:27])[CH3:25]. The yield is 0.500. (3) The reactants are [Li+].[OH-].C([O:5][C:6](=[O:23])[CH2:7][NH:8][C:9]([C:11]1[CH:16]=[CH:15][C:14]([C:17]2[CH:22]=[CH:21][CH:20]=[CH:19][CH:18]=2)=[CH:13][CH:12]=1)=[O:10])C. The catalyst is C1COCC1.CO.O. The product is [C:14]1([C:17]2[CH:18]=[CH:19][CH:20]=[CH:21][CH:22]=2)[CH:15]=[CH:16][C:11]([C:9]([NH:8][CH2:7][C:6]([OH:23])=[O:5])=[O:10])=[CH:12][CH:13]=1. The yield is 0.863. (4) The reactants are [CH2:1]([O:3][C:4]([C:6]1[NH:7][CH:8]=[C:9]2[CH:18]([C:19]3[O:20][C:21]([S:24][C:25]4[NH:26][C:27]5[CH:33]=[C:32]6[O:34][C:35]([F:38])([F:37])[O:36][C:31]6=[CH:30][C:28]=5[N:29]=4)=[CH:22][CH:23]=3)[C:17]3[C:16](=[O:39])[CH2:15][N:14](OC(C)(C)C)[CH2:13][C:12]=3[NH:11][C:10]=12)=[O:5])[CH3:2].[ClH:45]. The catalyst is O1CCOCC1. The product is [ClH:45].[CH2:1]([O:3][C:4]([C:6]1[NH:7][CH:8]=[C:9]2[CH:18]([C:19]3[O:20][C:21]([S:24][C:25]4[NH:26][C:27]5[CH:33]=[C:32]6[O:34][C:35]([F:38])([F:37])[O:36][C:31]6=[CH:30][C:28]=5[N:29]=4)=[CH:22][CH:23]=3)[C:17]3[C:16](=[O:39])[CH2:15][NH:14][CH2:13][C:12]=3[NH:11][C:10]=12)=[O:5])[CH3:2]. The yield is 0.980. (5) The reactants are [CH3:1][CH:2]([CH2:6][C:7](=O)[CH2:8][CH3:9])[C:3]([OH:5])=[O:4].Cl.[Cl:12][C:13]1[CH:30]=[CH:29][C:16]([C:17]([N:19]([C:21]2[CH:26]=[CH:25][C:24]([O:27][CH3:28])=[CH:23][CH:22]=2)N)=[O:18])=[CH:15][CH:14]=1. The catalyst is C(O)(=O)C. The product is [Cl:12][C:13]1[CH:30]=[CH:29][C:16]([C:17]([N:19]2[C:21]3[C:22](=[CH:23][C:24]([O:27][CH3:28])=[CH:25][CH:26]=3)[C:8]([CH3:9])=[C:7]2[CH2:6][CH:2]([CH3:1])[C:3]([OH:5])=[O:4])=[O:18])=[CH:15][CH:14]=1. The yield is 0.440.